From a dataset of Full USPTO retrosynthesis dataset with 1.9M reactions from patents (1976-2016). Predict the reactants needed to synthesize the given product. (1) Given the product [C:1]([C:3]1[N:4]=[C:5]([CH2:20][OH:21])[NH:6][C:7]=1[C:8]1[C:9]([CH3:19])=[CH:10][C:11]([CH3:18])=[C:12]([CH:17]=1)[C:13]([OH:15])=[O:14])#[N:2], predict the reactants needed to synthesize it. The reactants are: [C:1]([C:3]1[N:4]=[C:5]([CH2:20][OH:21])[NH:6][C:7]=1[C:8]1[C:9]([CH3:19])=[CH:10][C:11]([CH3:18])=[C:12]([CH:17]=1)[C:13]([O:15]C)=[O:14])#[N:2].[OH-].[Na+]. (2) The reactants are: [CH:1]1([N:4]2[C:8]3[C:9]([O:29][C@@H:30]([C@@H:32]4[CH2:36][C:35](=[O:37])[N:34]([C@@H:38]([C:40]5[CH:45]=[CH:44][C:43]([O:46][CH3:47])=[CH:42][CH:41]=5)[CH3:39])[CH2:33]4)[CH3:31])=[N:10][C:11]([C:13]4[CH:14]=[C:15]5[C:19](=[CH:20][CH:21]=4)[N:18](C(OC(C)(C)C)=O)[N:17]=[CH:16]5)=[CH:12][C:7]=3[N:6]=[CH:5]2)[CH2:3][CH2:2]1.[H][H].O1CCOCC1. Given the product [CH:1]1([N:4]2[C:8]3[C:9]([O:29][C@@H:30]([C@H:32]4[CH2:33][N:34]([C@@H:38]([C:40]5[CH:41]=[CH:42][C:43]([O:46][CH3:47])=[CH:44][CH:45]=5)[CH3:39])[C:35](=[O:37])[CH2:36]4)[CH3:31])=[N:10][C:11]([C:13]4[CH:14]=[C:15]5[C:19](=[CH:20][CH:21]=4)[NH:18][N:17]=[CH:16]5)=[CH:12][C:7]=3[N:6]=[CH:5]2)[CH2:3][CH2:2]1, predict the reactants needed to synthesize it. (3) Given the product [F:1][CH:2]1[CH2:3][CH2:4][N:5]([CH:8]2[CH2:13][CH2:12][NH:11][CH2:10][CH2:9]2)[CH2:6][CH2:7]1, predict the reactants needed to synthesize it. The reactants are: [F:1][CH:2]1[CH2:7][CH2:6][N:5]([CH:8]2[CH2:13][CH2:12][N:11](C(OC(C)(C)C)=O)[CH2:10][CH2:9]2)[CH2:4][CH2:3]1. (4) Given the product [O:36]1[C:35]2[CH:39]=[CH:40][C:32]([C:24]3[CH:23]=[C:22]([CH:27]=[C:26]([S:28]([CH3:31])(=[O:29])=[O:30])[CH:25]=3)[O:21][CH2:20][CH2:19][CH2:18][CH2:17][CH2:16][CH2:15][C:11]3[C:10]([CH2:41][CH2:42][C:43]([OH:45])=[O:44])=[C:9]([CH:14]=[CH:13][CH:12]=3)[O:8][CH2:7][CH2:6][CH2:5][C:4]([OH:48])=[O:3])=[CH:33][C:34]=2[O:38][CH2:37]1, predict the reactants needed to synthesize it. The reactants are: C([O:3][C:4](=[O:48])[CH2:5][CH2:6][CH2:7][O:8][C:9]1[CH:14]=[CH:13][CH:12]=[C:11]([CH2:15][CH2:16][CH2:17][CH2:18][CH2:19][CH2:20][O:21][C:22]2[CH:27]=[C:26]([S:28]([CH3:31])(=[O:30])=[O:29])[CH:25]=[C:24]([C:32]3[CH:40]=[CH:39][C:35]4[O:36][CH2:37][O:38][C:34]=4[CH:33]=3)[CH:23]=2)[C:10]=1[CH2:41][CH2:42][C:43]([O:45]CC)=[O:44])C.[OH-].[Na+].